From a dataset of Reaction yield outcomes from USPTO patents with 853,638 reactions. Predict the reaction yield, written as a fraction of the theoretical maximum amount of product (1.0 means a 100% yield; for example, 0.34 means a 34% yield). (1) The reactants are C(N(CC1C=NC=C([C:19]2[CH:20]=[C:21]3[C:25](=[CH:26][CH:27]=2)N(C2CCCCO2)[N:23]=[C:22]3C2NC(C(NCC3C=NC=CC=3)=O)=CN=2)C=1C)C(=O)OC(C)(C)C)C.[C:49]([O:53][C:54]([N:56]([CH2:59][C:60]1[C:61]([CH3:89])=[C:62]([C:66]2[CH:67]=[C:68]3[C:72](=[CH:73][CH:74]=2)[N:71]([CH:75]2[CH2:80][CH2:79][CH2:78][CH2:77][O:76]2)[N:70]=[C:69]3[C:81]2[NH:82][C:83]([C:86]([OH:88])=O)=[CH:84][N:85]=2)[CH:63]=[N:64][CH:65]=1)[CH2:57][CH3:58])=[O:55])([CH3:52])([CH3:51])[CH3:50].C([N:93]([CH:96]([CH3:98])[CH3:97])[CH2:94]C)(C)C.[CH3:99]N(C(ON1N=NC2C=CC=NC1=2)=[N+](C)C)C.F[P-](F)(F)(F)(F)F. The catalyst is C(Cl)Cl. The product is [CH2:22]([N:23]1[CH2:99][CH2:97][CH:96]([N:93]([CH3:94])[C:86]([C:83]2[NH:82][C:81]([C:69]3[C:68]4[C:72](=[CH:73][CH:74]=[C:66]([C:62]5[C:61]([CH3:89])=[C:60]([CH2:59][N:56]([CH2:57][CH3:58])[C:54](=[O:55])[O:53][C:49]([CH3:51])([CH3:50])[CH3:52])[CH:65]=[N:64][CH:63]=5)[CH:67]=4)[N:71]([CH:75]4[CH2:80][CH2:79][CH2:78][CH2:77][O:76]4)[N:70]=3)=[N:85][CH:84]=2)=[O:88])[CH2:98]1)[C:21]1[CH:20]=[CH:19][CH:27]=[CH:26][CH:25]=1. The yield is 0.160. (2) The catalyst is ClCCl. The product is [CH3:14][C:13]([Si:10]([CH3:12])([CH3:11])[O:1][CH2:2][CH2:3][N:4]1[CH2:9][CH2:8][NH:7][CH2:6][CH2:5]1)([CH3:16])[CH3:15]. The reactants are [OH:1][CH2:2][CH2:3][N:4]1[CH2:9][CH2:8][NH:7][CH2:6][CH2:5]1.[Si:10](Cl)([C:13]([CH3:16])([CH3:15])[CH3:14])([CH3:12])[CH3:11]. The yield is 0.747. (3) The reactants are Br[C:2]1[CH:3]=[C:4]2[C:8](=[CH:9][CH:10]=1)[NH:7][N:6]=[C:5]2C(OC(C)(C)C)=O.[Cl:18][C:19]1[C:24](B2OC(C)(C)C(C)(C)O2)=[CH:23][CH:22]=[CH:21][N:20]=1.C([O-])([O-])=O.[Na+].[Na+].CCOC(C)=O.O. The catalyst is O1CCOCC1.C1C=CC([P]([Pd]([P](C2C=CC=CC=2)(C2C=CC=CC=2)C2C=CC=CC=2)([P](C2C=CC=CC=2)(C2C=CC=CC=2)C2C=CC=CC=2)[P](C2C=CC=CC=2)(C2C=CC=CC=2)C2C=CC=CC=2)(C2C=CC=CC=2)C2C=CC=CC=2)=CC=1. The product is [Cl:18][C:19]1[C:24]([C:2]2[CH:3]=[C:4]3[C:8](=[CH:9][CH:10]=2)[NH:7][N:6]=[CH:5]3)=[CH:23][CH:22]=[CH:21][N:20]=1. The yield is 0.470. (4) The reactants are [CH3:1][N:2]1[CH2:7][CH:6]=[C:5]([C:8]2[C:16]3[C:11](=[CH:12][CH:13]=[C:14]([C:17]#[N:18])[CH:15]=3)[NH:10][CH:9]=2)[CH2:4][CH2:3]1.[C:19]1([S:25](Cl)(=[O:27])=[O:26])[CH:24]=[CH:23][CH:22]=[CH:21][CH:20]=1. The catalyst is CN(C=O)C. The product is [CH3:1][N:2]1[CH2:3][CH:4]=[C:5]([C:8]2[C:16]3[C:11](=[CH:12][CH:13]=[C:14]([C:17]#[N:18])[CH:15]=3)[N:10]([S:25]([C:19]3[CH:24]=[CH:23][CH:22]=[CH:21][CH:20]=3)(=[O:27])=[O:26])[CH:9]=2)[CH2:6][CH2:7]1. The yield is 0.860. (5) The reactants are C(OC(=O)[NH:7][C:8]1[CH:13]=[CH:12][C:11]([NH:14][C:15]2[N:24]=[C:23]([N:25]([CH3:27])[CH3:26])[C:22]3[C:17](=[CH:18][CH:19]=[CH:20][CH:21]=3)[N:16]=2)=[CH:10][CH:9]=1)(C)(C)C.Cl.C([O-])(O)=O.[Na+].[Br:35][C:36]1[CH:41]=[CH:40][C:39]([S:42](Cl)(=[O:44])=[O:43])=[C:38]([O:46][C:47]([F:50])([F:49])[F:48])[CH:37]=1. The catalyst is CCOC(C)=O.C(Cl)Cl. The product is [Br:35][C:36]1[CH:41]=[CH:40][C:39]([S:42]([NH:7][C:8]2[CH:9]=[CH:10][C:11]([NH:14][C:15]3[N:24]=[C:23]([N:25]([CH3:26])[CH3:27])[C:22]4[C:17](=[CH:18][CH:19]=[CH:20][CH:21]=4)[N:16]=3)=[CH:12][CH:13]=2)(=[O:44])=[O:43])=[C:38]([O:46][C:47]([F:49])([F:48])[F:50])[CH:37]=1. The yield is 0.350.